The task is: Predict the reactants needed to synthesize the given product.. This data is from Full USPTO retrosynthesis dataset with 1.9M reactions from patents (1976-2016). (1) Given the product [C:1]([O:5][C:6]([N:8]1[CH2:13][CH2:12][CH:11]([CH:14]2[O:23][C:17]3=[CH:18][N:19]=[C:20]([C:31]4[CH2:32][CH2:33][N:28]([S:25]([CH3:24])(=[O:27])=[O:26])[CH2:29][CH:30]=4)[CH:21]=[C:16]3[CH2:15]2)[CH2:10][CH2:9]1)=[O:7])([CH3:4])([CH3:3])[CH3:2], predict the reactants needed to synthesize it. The reactants are: [C:1]([O:5][C:6]([N:8]1[CH2:13][CH2:12][CH:11]([CH:14]2[O:23][C:17]3=[CH:18][N:19]=[C:20](Cl)[CH:21]=[C:16]3[CH2:15]2)[CH2:10][CH2:9]1)=[O:7])([CH3:4])([CH3:3])[CH3:2].[CH3:24][S:25]([N:28]1[CH2:33][CH:32]=[C:31](B2OC(C)(C)C(C)(C)O2)[CH2:30][CH2:29]1)(=[O:27])=[O:26]. (2) Given the product [F:28][C:25]1[CH:26]=[CH:27][C:22]([C:16]2[O:15][C:13]3=[N:14][C:9]([NH:44][CH2:43][C:42]([F:46])([F:45])[F:41])=[C:10]([C:29]4[CH:30]=[N:31][C:32]([O:39][CH3:40])=[C:33]([CH:38]=4)[C:34]([OH:36])=[O:35])[CH:11]=[C:12]3[C:17]=2[C:18](=[O:21])[NH:19][CH3:20])=[CH:23][CH:24]=1, predict the reactants needed to synthesize it. The reactants are: CC([O-])(CC)C.[Na+].Cl[C:9]1[N:14]=[C:13]2[O:15][C:16]([C:22]3[CH:27]=[CH:26][C:25]([F:28])=[CH:24][CH:23]=3)=[C:17]([C:18](=[O:21])[NH:19][CH3:20])[C:12]2=[CH:11][C:10]=1[C:29]1[CH:30]=[N:31][C:32]([O:39][CH3:40])=[C:33]([CH:38]=1)[C:34]([O:36]C)=[O:35].[F:41][C:42]([F:46])([F:45])[CH2:43][NH2:44].